Dataset: Forward reaction prediction with 1.9M reactions from USPTO patents (1976-2016). Task: Predict the product of the given reaction. (1) Given the reactants C([O:5][CH2:6][CH:7]([CH2:12][CH3:13])[CH2:8][CH2:9][CH2:10][CH3:11])(=O)C=C.C(OCCCCCCCCCCCCCCCC(C)C)(=[O:17])C=C.C(O)(=O)C=C.CC(C1C=CC=CC=1)=C.CC(C1C=CC=CC=1)=C.COC(OC)(C1C=CC=CC=1)C(C1C=CC=CC=1)=O.CC1C=C(C)C=C(C)C=1C(P(=O)(C1C=CC=CC=1)C1C=CC=CC=1)=O, predict the reaction product. The product is: [CH3:11][CH2:10][CH2:9][CH2:8][CH:7]([C:6]([OH:5])=[O:17])[CH2:12][CH3:13]. (2) Given the reactants S(Cl)([Cl:3])=O.[Cl:5][C:6]1[CH:21]=[CH:20][CH:19]=[CH:18][C:7]=1[CH2:8][N:9]1[C:13]([CH3:14])=[C:12]([CH3:15])[N:11]=[C:10]1[CH2:16]O, predict the reaction product. The product is: [Cl:5][C:6]1[CH:21]=[CH:20][CH:19]=[CH:18][C:7]=1[CH2:8][N:9]1[C:13]([CH3:14])=[C:12]([CH3:15])[N:11]=[C:10]1[CH2:16][Cl:3]. (3) The product is: [Br:14][CH2:15][CH2:16][O:13][C:4]1[CH:3]=[C:2]([Cl:1])[CH:11]=[C:10]2[C:5]=1[CH:6]=[CH:7][C:8]([CH3:12])=[N:9]2. Given the reactants [Cl:1][C:2]1[CH:11]=[C:10]2[C:5]([CH:6]=[CH:7][C:8]([CH3:12])=[N:9]2)=[C:4]([OH:13])[CH:3]=1.[Br:14][CH2:15][CH2:16]Br, predict the reaction product. (4) Given the reactants [C:1]([N:4]1[CH2:9][CH2:8][N:7]([C:10]2[C:15]([N+:16]([O-])=O)=[CH:14][C:13]([NH:19][C:20]3[N:25]=[C:24]([N:26]4[CH:30]=[C:29]([CH:31]=O)[CH:28]=[N:27]4)[C:23]([CH3:33])=[CH:22][N:21]=3)=[C:12]([O:34][CH3:35])[CH:11]=2)[CH2:6][CH2:5]1)(=[O:3])[CH3:2].Cl.[NH:37]1[CH2:40][CH2:39][CH2:38]1, predict the reaction product. The product is: [C:1]([N:4]1[CH2:9][CH2:8][N:7]([C:10]2[CH:11]=[C:12]([O:34][CH3:35])[C:13]([NH:19][C:20]3[N:25]=[C:24]([N:26]4[CH:30]=[C:29]([CH2:31][N:37]5[CH2:40][CH2:39][CH2:38]5)[CH:28]=[N:27]4)[C:23]([CH3:33])=[CH:22][N:21]=3)=[CH:14][C:15]=2[NH:16][C:12](=[O:34])[CH:11]=[CH2:10])[CH2:6][CH2:5]1)(=[O:3])[CH3:2]. (5) Given the reactants [Cl:1][C:2]1[CH:31]=[C:30]([Cl:32])[CH:29]=[CH:28][C:3]=1[O:4][C:5]1[CH:10]=[CH:9][CH:8]=[CH:7][C:6]=1[NH:11][S:12]([C:15]1[CH:27]=[CH:26][C:18]([C:19]([NH:21][CH2:22][C:23]([OH:25])=O)=[O:20])=[CH:17][CH:16]=1)(=[O:14])=[O:13].[CH3:33][NH:34][CH2:35][CH2:36][C:37]1[CH:42]=[CH:41][CH:40]=[CH:39][N:38]=1, predict the reaction product. The product is: [Cl:1][C:2]1[CH:31]=[C:30]([Cl:32])[CH:29]=[CH:28][C:3]=1[O:4][C:5]1[CH:10]=[CH:9][CH:8]=[CH:7][C:6]=1[NH:11][S:12]([C:15]1[CH:27]=[CH:26][C:18]([C:19]([NH:21][CH2:22][C:23](=[O:25])[N:34]([CH3:33])[CH2:35][CH2:36][C:37]2[CH:42]=[CH:41][CH:40]=[CH:39][N:38]=2)=[O:20])=[CH:17][CH:16]=1)(=[O:14])=[O:13]. (6) Given the reactants C(OC(=O)[NH:7][C@@H:8]([CH2:28][C:29]1[CH:34]=[CH:33][CH:32]=[CH:31][CH:30]=1)[C@@H:9]([OH:27])[CH2:10][C@H:11]([C:17](=[O:26])[NH:18][CH:19]1[CH2:24][CH:23]2[CH2:25][CH:20]1[CH2:21][CH2:22]2)[CH2:12][CH2:13][CH:14]([CH3:16])[CH3:15])(C)(C)C.C12CC(CC1)CC2NC(=O)[C@H](C)C[C@H](O)[C@@H](N)CC1C=CC=CC=1, predict the reaction product. The product is: [CH:20]12[CH2:25][CH:23]([CH2:22][CH2:21]1)[CH2:24][CH:19]2[NH:18][C:17](=[O:26])[C@H:11]([CH2:12][CH2:13][CH:14]([CH3:15])[CH3:16])[CH2:10][C@H:9]([OH:27])[C@@H:8]([NH2:7])[CH2:28][C:29]1[CH:34]=[CH:33][CH:32]=[CH:31][CH:30]=1. (7) Given the reactants [Cl:1][C:2]1[CH:7]=[CH:6][C:5]([C:8]2[N:9]=[N:10][S:11][CH:12]=2)=[C:4]([C:13]2[CH:18]=[C:17]([O:19]C)[N:16]=[CH:15][N:14]=2)[CH:3]=1.Br, predict the reaction product. The product is: [Cl:1][C:2]1[CH:7]=[CH:6][C:5]([C:8]2[N:9]=[N:10][S:11][CH:12]=2)=[C:4]([C:13]2[N:14]=[CH:15][N:16]=[C:17]([OH:19])[CH:18]=2)[CH:3]=1. (8) Given the reactants [CH3:1][N:2]([CH3:32])[C:3]1[CH:8]=[CH:7][C:6]([C:9]2[N:18]=[C:17]([O:19][CH2:20][C@H:21]3[O:26][CH2:25][CH2:24][N:23]([S:27]([CH:30]=[CH2:31])(=[O:29])=[O:28])[CH2:22]3)[C:16]3[C:11](=[N:12][CH:13]=[CH:14][N:15]=3)[CH:10]=2)=[CH:5][CH:4]=1.CCN(C(C)C)C(C)C.[CH3:42][C:43]1[NH:44][CH:45]=[CH:46][N:47]=1, predict the reaction product. The product is: [CH3:1][N:2]([CH3:32])[C:3]1[CH:8]=[CH:7][C:6]([C:9]2[N:18]=[C:17]([O:19][CH2:20][C@H:21]3[O:26][CH2:25][CH2:24][N:23]([S:27]([CH2:30][CH2:31][N:44]4[CH:45]=[CH:46][N:47]=[C:43]4[CH3:42])(=[O:28])=[O:29])[CH2:22]3)[C:16]3[C:11](=[N:12][CH:13]=[CH:14][N:15]=3)[CH:10]=2)=[CH:5][CH:4]=1.